This data is from NCI-60 drug combinations with 297,098 pairs across 59 cell lines. The task is: Regression. Given two drug SMILES strings and cell line genomic features, predict the synergy score measuring deviation from expected non-interaction effect. Drug 1: CN1C(=O)N2C=NC(=C2N=N1)C(=O)N. Drug 2: C1=CC=C(C(=C1)C(C2=CC=C(C=C2)Cl)C(Cl)Cl)Cl. Cell line: OVCAR3. Synergy scores: CSS=-1.66, Synergy_ZIP=-1.04, Synergy_Bliss=-2.22, Synergy_Loewe=-2.81, Synergy_HSA=-4.64.